Dataset: Forward reaction prediction with 1.9M reactions from USPTO patents (1976-2016). Task: Predict the product of the given reaction. (1) The product is: [CH3:1][O:2][N:3]([CH3:4])[C:10]([CH:5]1[CH2:9][CH2:8][CH2:7][CH2:6]1)=[O:11]. Given the reactants [CH3:1][O:2][NH:3][CH3:4].[CH:5]1([C:10](Cl)=[O:11])[CH2:9][CH2:8][CH2:7][CH2:6]1, predict the reaction product. (2) The product is: [CH:33]1([CH2:32][O:31][C:22]2[CH:23]=[CH:24][C:25]([C:27]([F:30])([F:29])[F:28])=[CH:26][C:21]=2[C:20]2[C:15]3[NH:14][C:13]([CH3:36])=[C:12]([C:10]([NH:9][C@H:6]4[CH2:7][CH2:8][C@H:3]([NH:2][C:37](=[O:40])[CH2:38][CH3:39])[CH2:4][CH2:5]4)=[O:11])[C:16]=3[N:17]=[CH:18][N:19]=2)[CH2:34][CH2:35]1. Given the reactants Cl.[NH2:2][C@H:3]1[CH2:8][CH2:7][C@H:6]([NH:9][C:10]([C:12]2[C:16]3[N:17]=[CH:18][N:19]=[C:20]([C:21]4[CH:26]=[C:25]([C:27]([F:30])([F:29])[F:28])[CH:24]=[CH:23][C:22]=4[O:31][CH2:32][CH:33]4[CH2:35][CH2:34]4)[C:15]=3[NH:14][C:13]=2[CH3:36])=[O:11])[CH2:5][CH2:4]1.[C:37](Cl)(=[O:40])[CH2:38][CH3:39], predict the reaction product. (3) Given the reactants [C:1]([O:5][C:6]([NH:8][C@H:9]([CH2:14][OH:15])[CH2:10][CH:11]([CH3:13])[CH3:12])=[O:7])([CH3:4])([CH3:3])[CH3:2].CC(OI1(OC(C)=O)(OC(C)=O)OC(=O)C2C=CC=CC1=2)=O.C([O-])(O)=O.[Na+].[O-]S([O-])(=S)=O.[Na+].[Na+], predict the reaction product. The product is: [CH:14]([C@@H:9]([NH:8][C:6](=[O:7])[O:5][C:1]([CH3:2])([CH3:4])[CH3:3])[CH2:10][CH:11]([CH3:13])[CH3:12])=[O:15].